This data is from Catalyst prediction with 721,799 reactions and 888 catalyst types from USPTO. The task is: Predict which catalyst facilitates the given reaction. (1) Reactant: [C:1]([O:5][C:6]([N:8]1[CH2:12][C@@H:11]([O:13][C:14]2[CH:23]=[CH:22][C:21]3[C:16](=[CH:17][CH:18]=[CH:19][CH:20]=3)[CH:15]=2)[CH2:10][C@H:9]1[CH2:24][OH:25])=[O:7])([CH3:4])([CH3:3])[CH3:2].O[C:27]1[CH:32]=[CH:31][C:30]([C:33]([O:35][CH3:36])=[O:34])=[CH:29][N:28]=1.C1C=CC(P(C2C=CC=CC=2)C2C=CC=CC=2)=CC=1.CC(OC(/N=N/C(OC(C)C)=O)=O)C. Product: [CH3:36][O:35][C:33]([C:30]1[CH:31]=[CH:32][C:27]([O:25][CH2:24][C@@H:9]2[CH2:10][C@H:11]([O:13][C:14]3[CH:23]=[CH:22][C:21]4[C:16](=[CH:17][CH:18]=[CH:19][CH:20]=4)[CH:15]=3)[CH2:12][N:8]2[C:6]([O:5][C:1]([CH3:4])([CH3:3])[CH3:2])=[O:7])=[N:28][CH:29]=1)=[O:34]. The catalyst class is: 1. (2) Reactant: N([O-])=O.[Na+].Cl.N[C:7]1[C:12]([OH:13])=[CH:11][CH:10]=[CH:9][C:8]=1[CH3:14].O(CC)C([S-])=[S:17].[K+].[OH-].[K+]. Product: [OH:13][C:12]1[CH:11]=[CH:10][CH:9]=[C:8]([CH3:14])[C:7]=1[SH:17]. The catalyst class is: 97. (3) Product: [Cl:33][C:31]1[CH:32]=[C:27]([NH:1][C:2]2[N:10]=[C:9]3[C:5]([N:6]([CH2:18][O:19][CH2:20][CH2:21][Si:22]([CH3:25])([CH3:24])[CH3:23])[C:7](=[O:17])[N:8]3[CH:11]3[CH2:12][CH2:13][O:14][CH2:15][CH2:16]3)=[CH:4][N:3]=2)[C:28](=[O:34])[NH:29][N:30]=1. Reactant: [NH2:1][C:2]1[N:10]=[C:9]2[C:5]([N:6]([CH2:18][O:19][CH2:20][CH2:21][Si:22]([CH3:25])([CH3:24])[CH3:23])[C:7](=[O:17])[N:8]2[CH:11]2[CH2:16][CH2:15][O:14][CH2:13][CH2:12]2)=[CH:4][N:3]=1.Br[C:27]1[C:28](=[O:34])[NH:29][N:30]=[C:31]([Cl:33])[CH:32]=1.C(=O)([O-])[O-].[Cs+].[Cs+].CC1(C)C2C=CC=C(P(C3C=CC=CC=3)C3C=CC=CC=3)C=2OC2C1=CC=CC=2P(C1C=CC=CC=1)C1C=CC=CC=1. The catalyst class is: 102. (4) Reactant: FC(F)(F)C([O-])=O.[Br:8][C:9]1[CH:30]=[CH:29][C:12]([CH2:13][C:14]2[CH:15]=[N:16][C:17]3[N:18]([N:20]=[CH:21][C:22]=3[C:23]([NH:25][CH2:26][CH2:27][NH3+:28])=[O:24])[CH:19]=2)=[CH:11][CH:10]=1.[C:31](O)(=[O:34])[CH2:32][CH3:33].CN(C(ON1N=NC2C=CC=CC1=2)=[N+](C)C)C.[B-](F)(F)(F)F.C(N(CC)CC)C. Product: [Br:8][C:9]1[CH:10]=[CH:11][C:12]([CH2:13][C:14]2[CH:15]=[N:16][C:17]3[N:18]([N:20]=[CH:21][C:22]=3[C:23]([NH:25][CH2:26][CH2:27][NH:28][C:31](=[O:34])[CH2:32][CH3:33])=[O:24])[CH:19]=2)=[CH:29][CH:30]=1. The catalyst class is: 3. (5) Reactant: [NH2:1][C:2]1[C:18]([CH3:19])=[CH:17][CH:16]=[CH:15][C:3]=1[C:4]([NH:6][C:7]1[CH:12]=[CH:11][CH:10]=[C:9]([Br:13])[C:8]=1[CH3:14])=[O:5].Cl[C:21](Cl)([O:23]C(=O)OC(Cl)(Cl)Cl)Cl.C([O-])(O)=O.[Na+]. Product: [Br:13][C:9]1[C:8]([CH3:14])=[C:7]([N:6]2[C:4](=[O:5])[C:3]3[C:2](=[C:18]([CH3:19])[CH:17]=[CH:16][CH:15]=3)[NH:1][C:21]2=[O:23])[CH:12]=[CH:11][CH:10]=1. The catalyst class is: 1. (6) Reactant: [Br:1][C:2]1[N:3]=[C:4]2[C:10](I)=[CH:9][N:8]([C:12]([C:25]3[CH:30]=[CH:29][CH:28]=[CH:27][CH:26]=3)([C:19]3[CH:24]=[CH:23][CH:22]=[CH:21][CH:20]=3)[C:13]3[CH:18]=[CH:17][CH:16]=[CH:15][CH:14]=3)[C:5]2=[N:6][CH:7]=1.[CH3:31][C:32]1[CH:40]=[C:39]2[C:35]([CH:36]=[C:37](B3OC(C)(C)C(C)(C)O3)[NH:38]2)=[CH:34][CH:33]=1.C(=O)([O-])[O-].[Cs+].[Cs+]. Product: [Br:1][C:2]1[N:3]=[C:4]2[C:10]([C:37]3[NH:38][C:39]4[C:35]([CH:36]=3)=[CH:34][CH:33]=[C:32]([CH3:31])[CH:40]=4)=[CH:9][N:8]([C:12]([C:25]3[CH:30]=[CH:29][CH:28]=[CH:27][CH:26]=3)([C:19]3[CH:24]=[CH:23][CH:22]=[CH:21][CH:20]=3)[C:13]3[CH:18]=[CH:17][CH:16]=[CH:15][CH:14]=3)[C:5]2=[N:6][CH:7]=1. The catalyst class is: 291.